This data is from Full USPTO retrosynthesis dataset with 1.9M reactions from patents (1976-2016). The task is: Predict the reactants needed to synthesize the given product. The reactants are: [F:1][C:2]([F:37])([F:36])[C:3]1[CH:4]=[C:5]([CH:29]=[C:30]([C:32]([F:35])([F:34])[F:33])[CH:31]=1)[C:6]([N:8]1[CH2:28][CH2:27][C:11]2([N:15]([C:16]3[CH:21]=[CH:20][CH:19]=[CH:18][C:17]=3[CH3:22])[CH2:14][N:13]([CH2:23][CH2:24]O)[C:12]2=[O:26])[CH2:10][CH2:9]1)=[O:7].[CH3:38][NH:39][CH3:40]. Given the product [F:37][C:2]([F:36])([F:1])[C:3]1[CH:4]=[C:5]([CH:29]=[C:30]([C:32]([F:34])([F:33])[F:35])[CH:31]=1)[C:6]([N:8]1[CH2:9][CH2:10][C:11]2([N:15]([C:16]3[CH:21]=[CH:20][CH:19]=[CH:18][C:17]=3[CH3:22])[CH2:14][N:13]([CH2:23][CH2:24][N:39]([CH3:40])[CH3:38])[C:12]2=[O:26])[CH2:27][CH2:28]1)=[O:7], predict the reactants needed to synthesize it.